The task is: Predict the reaction yield, written as a fraction of the theoretical maximum amount of product (1.0 means a 100% yield; for example, 0.34 means a 34% yield).. This data is from Reaction yield outcomes from USPTO patents with 853,638 reactions. (1) The reactants are [C:1]([O:4][CH2:5][C:6]1[CH:11]=[C:10]([O:12]CC2C=CC=CC=2)[C:9]([S:20][C:21]([CH3:24])([CH3:23])[CH3:22])=[CH:8][N:7]=1)(=[O:3])[CH3:2]. The catalyst is O1CCOCC1.O.[Pd]. The product is [C:1]([O:4][CH2:5][C:6]1[NH:7][CH:8]=[C:9]([S:20][C:21]([CH3:24])([CH3:23])[CH3:22])[C:10](=[O:12])[CH:11]=1)(=[O:3])[CH3:2]. The yield is 0.950. (2) The reactants are [Br:1][C:2]1[CH:3]=[N:4][CH:5]=[C:6]([C:10]=1[CH3:11])[C:7]([OH:9])=[O:8].[CH2:12](O)[CH3:13].CCN=C=NCCCN(C)C.OP([O-])(O)=O.[K+]. The catalyst is C(Cl)Cl.CN(C1C=CN=CC=1)C. The product is [Br:1][C:2]1[CH:3]=[N:4][CH:5]=[C:6]([C:10]=1[CH3:11])[C:7]([O:9][CH2:12][CH3:13])=[O:8]. The yield is 0.840. (3) The reactants are [F:1][C:2]1[C:3]([CH2:24][NH:25][CH3:26])=[CH:4][N:5]([S:14]([C:17]2[CH:18]=[N:19][CH:20]=[C:21]([CH3:23])[CH:22]=2)(=[O:16])=[O:15])[C:6]=1[C:7]1[C:8]([F:13])=[N:9][CH:10]=[CH:11][CH:12]=1.[C:27]([OH:34])(=[O:33])/[CH:28]=[CH:29]/[C:30]([OH:32])=[O:31]. The catalyst is C(OCC)(=O)C.C(O)C. The product is [C:27]([OH:34])(=[O:33])/[CH:28]=[CH:29]/[C:30]([OH:32])=[O:31].[F:1][C:2]1[C:3]([CH2:24][NH:25][CH3:26])=[CH:4][N:5]([S:14]([C:17]2[CH:18]=[N:19][CH:20]=[C:21]([CH3:23])[CH:22]=2)(=[O:16])=[O:15])[C:6]=1[C:7]1[C:8]([F:13])=[N:9][CH:10]=[CH:11][CH:12]=1. The yield is 0.870. (4) The reactants are [S:1]1[C:5]2[CH:6]=[C:7]([N:10]3[CH2:14][CH2:13][NH:12][C:11]3=[O:15])[CH:8]=[CH:9][C:4]=2[N:3]=[CH:2]1.Br[C:17]1[C:18]([CH3:24])=[CH:19][C:20]([F:23])=[N:21][CH:22]=1.CN[C@@H]1CCCC[C@H]1NC.P([O-])([O-])([O-])=O.[K+].[K+].[K+]. The catalyst is [Cu](I)I.O1CCOCC1. The product is [S:1]1[C:5]2[CH:6]=[C:7]([N:10]3[CH2:14][CH2:13][N:12]([C:17]4[CH:22]=[N:21][C:20]([F:23])=[CH:19][C:18]=4[CH3:24])[C:11]3=[O:15])[CH:8]=[CH:9][C:4]=2[N:3]=[CH:2]1. The yield is 0.289. (5) The reactants are [NH2:1][CH:2]1[CH2:7][CH2:6][N:5]([C:8]([O:10][C:11]([CH3:14])([CH3:13])[CH3:12])=[O:9])[CH2:4][CH2:3]1.[Cl:15][C:16]1[CH:23]=[CH:22][C:19]([CH2:20]Br)=[CH:18][CH:17]=1.C(N(CC)CC)C. The catalyst is C(Cl)Cl. The product is [C:11]([O:10][C:8]([N:5]1[CH2:4][CH2:3][CH:2]([NH:1][CH2:20][C:19]2[CH:22]=[CH:23][C:16]([Cl:15])=[CH:17][CH:18]=2)[CH2:7][CH2:6]1)=[O:9])([CH3:14])([CH3:13])[CH3:12]. The yield is 0.270. (6) The reactants are Br[CH2:2][CH2:3][O:4][CH3:5].[OH:6][C:7]1[CH:8]=[C:9]([C:17]([O:19][CH3:20])=[O:18])[CH:10]=[C:11]([CH:16]=1)[C:12]([O:14][CH3:15])=[O:13].C([O-])([O-])=O.[K+].[K+].O. The catalyst is CN(C=O)C. The product is [CH3:5][O:4][CH2:3][CH2:2][O:6][C:7]1[CH:16]=[C:11]([C:12]([O:14][CH3:15])=[O:13])[CH:10]=[C:9]([CH:8]=1)[C:17]([O:19][CH3:20])=[O:18]. The yield is 0.937.